Dataset: Reaction yield outcomes from USPTO patents with 853,638 reactions. Task: Predict the reaction yield, written as a fraction of the theoretical maximum amount of product (1.0 means a 100% yield; for example, 0.34 means a 34% yield). The reactants are [N+:1]([C:4]1[CH:5]=[C:6]([CH:10]=[CH:11][CH:12]=1)[CH:7]=[N:8][OH:9])([O-:3])=[O:2].[Cl:13]Cl. The catalyst is C(Cl)(Cl)Cl. The product is [ClH:13].[N+:1]([C:4]1[CH:5]=[C:6]([CH:10]=[CH:11][CH:12]=1)[C:7]#[N+:8][O-:9])([O-:3])=[O:2]. The yield is 1.00.